From a dataset of Forward reaction prediction with 1.9M reactions from USPTO patents (1976-2016). Predict the product of the given reaction. (1) Given the reactants [CH:1]1([C:4]2[CH:5]=[N:6][C:7]([NH:14][C:15]3[CH:24]=[CH:23][C:22]4[C:17](=[CH:18][C:19]([C:25]5[CH:30]=[CH:29][CH:28]=[CH:27][CH:26]=5)=[CH:20][CH:21]=4)[CH:16]=3)=[C:8]([CH:13]=2)[C:9]([O:11]C)=[O:10])[CH2:3][CH2:2]1.[OH-].[Na+], predict the reaction product. The product is: [CH:1]1([C:4]2[CH:5]=[N:6][C:7]([NH:14][C:15]3[CH:24]=[CH:23][C:22]4[C:17](=[CH:18][C:19]([C:25]5[CH:30]=[CH:29][CH:28]=[CH:27][CH:26]=5)=[CH:20][CH:21]=4)[CH:16]=3)=[C:8]([CH:13]=2)[C:9]([OH:11])=[O:10])[CH2:2][CH2:3]1. (2) Given the reactants Cl.Cl.[NH2:3][OH:4].[NH2:5][C:6]1[CH:7]=[C:8]2[C:12](=[CH:13][CH:14]=1)[CH2:11][CH2:10][CH2:9]2.Cl[C:16](Cl)(Cl)[CH:17]([OH:19])O.[O-]S([O-])(=O)=O.[Na+].[Na+], predict the reaction product. The product is: [CH2:11]1[C:12]2[C:8](=[CH:7][C:6]([NH:5][C:17](=[O:19])[CH:16]=[N:3][OH:4])=[CH:14][CH:13]=2)[CH2:9][CH2:10]1. (3) Given the reactants [NH:1]1[C:9]2[C:4](=[CH:5][CH:6]=[CH:7][CH:8]=2)[CH2:3][C:2]1=[O:10].[CH3:11][C:12]1[CH:16]=[C:15]([CH3:17])[NH:14][C:13]=1[CH:18]=O, predict the reaction product. The product is: [CH3:17][C:15]1[NH:14][C:13]([CH:18]=[C:3]2[C:4]3[C:9](=[CH:8][CH:7]=[CH:6][CH:5]=3)[NH:1][C:2]2=[O:10])=[C:12]([CH3:11])[CH:16]=1. (4) Given the reactants [OH:1][C:2]([CH3:22])([CH3:21])[CH2:3][C@H:4]1[CH2:8][O:7][C@@:6]([C@@H:10]2[C@:18]3([CH3:19])[C@H:13]([C@@H:14]([OH:20])[CH2:15][CH2:16][CH2:17]3)[CH2:12][CH2:11]2)([CH3:9])[CH2:5]1.C1C=C[NH+]=CC=1.C1C=C[NH+]=CC=1.[O-][Cr](O[Cr]([O-])(=O)=O)(=O)=O, predict the reaction product. The product is: [OH:1][C:2]([CH3:22])([CH3:21])[CH2:3][C@H:4]1[CH2:8][O:7][C@@:6]([C@@H:10]2[C@:18]3([CH3:19])[C@H:13]([C:14](=[O:20])[CH2:15][CH2:16][CH2:17]3)[CH2:12][CH2:11]2)([CH3:9])[CH2:5]1. (5) Given the reactants O[N:2]=[C:3]1[C:9]2[CH:10]=[CH:11][CH2:12][CH2:13][C:8]=2[CH:7]=[CH:6][N:5]([CH3:14])[C:4]1=[O:15].Cl, predict the reaction product. The product is: [NH2:2][CH:3]1[C:9]2[CH:10]=[CH:11][CH2:12][CH2:13][C:8]=2[CH2:7][CH2:6][N:5]([CH3:14])[C:4]1=[O:15]. (6) Given the reactants C(N(CC)CC)C.[CH3:8][Si:9]([C:12]#[CH:13])([CH3:11])[CH3:10].[Cl:14][C:15]1[CH:16]=[C:17](OS(C(F)(F)F)(=O)=O)[CH:18]=[N:19][CH:20]=1, predict the reaction product. The product is: [Cl:14][C:15]1[CH:20]=[N:19][CH:18]=[C:17]([C:13]#[C:12][Si:9]([CH3:11])([CH3:10])[CH3:8])[CH:16]=1.